The task is: Predict the product of the given reaction.. This data is from Forward reaction prediction with 1.9M reactions from USPTO patents (1976-2016). Given the reactants [CH:1]1([O:7][C:8]2[CH:13]=[CH:12][C:11]([N+:14]([O-])=O)=[CH:10][C:9]=2[C:17]2[C:18]3[CH:27]=[CH:26][NH:25][C:19]=3[C:20](=[O:24])[N:21]([CH3:23])[CH:22]=2)[CH2:6][CH2:5][CH2:4][CH2:3][CH2:2]1.CN1C=C(C2C=C([N+]([O-])=O)C=CC=2OC2C=CC=CC=2)C2C=CNC=2C1=O, predict the reaction product. The product is: [NH2:14][C:11]1[CH:12]=[CH:13][C:8]([O:7][CH:1]2[CH2:2][CH2:3][CH2:4][CH2:5][CH2:6]2)=[C:9]([C:17]2[C:18]3[CH:27]=[CH:26][NH:25][C:19]=3[C:20](=[O:24])[N:21]([CH3:23])[CH:22]=2)[CH:10]=1.